From a dataset of Full USPTO retrosynthesis dataset with 1.9M reactions from patents (1976-2016). Predict the reactants needed to synthesize the given product. (1) Given the product [CH3:11][O:10][C:8](=[O:9])[CH2:7][CH:6]1[CH:5]([CH2:4][C:3]([O:2][CH3:1])=[O:14])[O:13][CH:15]([O:16][CH2:17][CH3:18])[O:12]1, predict the reactants needed to synthesize it. The reactants are: [CH3:1][O:2][C:3](=[O:14])[CH2:4][CH:5]([OH:13])[CH:6]([OH:12])[CH2:7][C:8]([O:10][CH3:11])=[O:9].[CH:15](OCC)(OCC)[O:16][CH2:17][CH3:18]. (2) Given the product [CH3:2][N:3]([C:21]1[CH:26]=[CH:25][CH:24]=[CH:23][CH:22]=1)[C:4]1[N:9]=[C:8]([NH2:10])[N:7]=[C:6]([C:11]2[N:15]=[C:14]([C@@H:16]3[CH2:20][CH2:19][CH2:18][N:17]3[CH2:35][CH2:34][C:33]([F:38])([F:37])[F:32])[O:13][N:12]=2)[N:5]=1, predict the reactants needed to synthesize it. The reactants are: Cl.[CH3:2][N:3]([C:21]1[CH:26]=[CH:25][CH:24]=[CH:23][CH:22]=1)[C:4]1[N:9]=[C:8]([NH2:10])[N:7]=[C:6]([C:11]2[N:15]=[C:14]([C@@H:16]3[CH2:20][CH2:19][CH2:18][NH:17]3)[O:13][N:12]=2)[N:5]=1.C([O-])(=O)C.[Na+].[F:32][C:33]([F:38])([F:37])[CH2:34][CH:35]=O.C(O[BH-](OC(=O)C)OC(=O)C)(=O)C.[Na+]. (3) Given the product [CH:11]1([CH2:17][CH2:18][CH2:19][CH:20]=[O:21])[CH2:16][CH2:15][CH2:14][CH2:13][CH2:12]1, predict the reactants needed to synthesize it. The reactants are: C(Cl)(=O)C(Cl)=O.CS(C)=O.[CH:11]1([CH2:17][CH2:18][CH2:19][CH2:20][OH:21])[CH2:16][CH2:15][CH2:14][CH2:13][CH2:12]1.CCN(CC)CC. (4) Given the product [CH:1]([N:14]1[C:22]2[C:17](=[CH:18][C:19]([Cl:23])=[CH:20][CH:21]=2)[C:16]([CH2:24][CH2:25][O:26][C:27]2[CH:37]=[CH:36][C:30]([C:31]([OH:33])=[O:32])=[C:29]([F:38])[CH:28]=2)=[C:15]1[CH2:39][CH2:40][NH:41][S:42]([CH2:45][C:46]1[CH:51]=[CH:50][CH:49]=[CH:48][C:47]=1[Cl:52])(=[O:44])=[O:43])([C:8]1[CH:9]=[CH:10][CH:11]=[CH:12][CH:13]=1)[C:2]1[CH:7]=[CH:6][CH:5]=[CH:4][CH:3]=1, predict the reactants needed to synthesize it. The reactants are: [CH:1]([N:14]1[C:22]2[C:17](=[CH:18][C:19]([Cl:23])=[CH:20][CH:21]=2)[C:16]([CH2:24][CH2:25][O:26][C:27]2[CH:37]=[CH:36][C:30]([C:31]([O:33]CC)=[O:32])=[C:29]([F:38])[CH:28]=2)=[C:15]1[CH2:39][CH2:40][NH:41][S:42]([CH2:45][C:46]1[CH:51]=[CH:50][CH:49]=[CH:48][C:47]=1[Cl:52])(=[O:44])=[O:43])([C:8]1[CH:13]=[CH:12][CH:11]=[CH:10][CH:9]=1)[C:2]1[CH:7]=[CH:6][CH:5]=[CH:4][CH:3]=1.C1COCC1.[OH-].[Na+]. (5) Given the product [O:17]1[C:18]2[C:23]3[NH:24][C:3](=[O:4])[C:22]=3[CH:21]=[CH:20][C:19]=2[O:15][CH2:16]1, predict the reactants needed to synthesize it. The reactants are: ClC(Cl)(Cl)[CH:3](O)[OH:4].S([O-])([O-])(=O)=O.[Na+].[Na+].[O:15]1[C:19]2[CH:20]=[CH:21][CH:22]=[C:23]([NH2:24])[C:18]=2[O:17][CH2:16]1.S(O)(O)(=O)=O.NO.Cl. (6) Given the product [CH:1]1([N:6]2[CH2:12][C:11]([F:14])([F:13])[C:10](=[O:15])[N:9]([CH3:16])[C:8]3[CH:17]=[N:18][C:19]([NH:21][C:22]4[C:30]([O:31][CH3:32])=[CH:29][C:25]([C:26]([NH:41][CH:38]5[CH2:39][CH2:40][N:35]([CH3:34])[CH2:36][CH2:37]5)=[O:27])=[CH:24][C:23]=4[F:33])=[N:20][C:7]2=3)[CH2:2][CH2:3][CH2:4][CH2:5]1, predict the reactants needed to synthesize it. The reactants are: [CH:1]1([N:6]2[CH2:12][C:11]([F:14])([F:13])[C:10](=[O:15])[N:9]([CH3:16])[C:8]3[CH:17]=[N:18][C:19]([NH:21][C:22]4[C:30]([O:31][CH3:32])=[CH:29][C:25]([C:26](O)=[O:27])=[CH:24][C:23]=4[F:33])=[N:20][C:7]2=3)[CH2:5][CH2:4][CH2:3][CH2:2]1.[CH3:34][N:35]1[CH2:40][CH2:39][CH:38]([NH2:41])[CH2:37][CH2:36]1. (7) Given the product [CH3:33][N:1]1[CH:5]=[C:4]([C:6]2[O:7][C:8]3[CH:28]=[C:27]([O:29][CH3:30])[CH:26]=[CH:25][C:9]=3[C:10]=2[C:11]([C:13]2[CH:18]=[C:17]([O:19][CH3:20])[C:16]([O:21][CH3:22])=[C:15]([O:23][CH3:24])[CH:14]=2)=[O:12])[N:3]=[CH:2]1, predict the reactants needed to synthesize it. The reactants are: [NH:1]1[CH:5]=[C:4]([C:6]2[O:7][C:8]3[CH:28]=[C:27]([O:29][CH3:30])[CH:26]=[CH:25][C:9]=3[C:10]=2[C:11]([C:13]2[CH:18]=[C:17]([O:19][CH3:20])[C:16]([O:21][CH3:22])=[C:15]([O:23][CH3:24])[CH:14]=2)=[O:12])[N:3]=[CH:2]1.[H-].[Na+].[CH3:33]I. (8) Given the product [CH2:9]1[C:10]2[C:15](=[CH:14][C:13]([C:17]3([OH:21])[CH2:18][O:19][CH2:20]3)=[CH:12][CH:11]=2)[CH2:16][NH:8]1, predict the reactants needed to synthesize it. The reactants are: C([N:8]1[CH2:16][C:15]2[C:10](=[CH:11][CH:12]=[C:13]([C:17]3([OH:21])[CH2:20][O:19][CH2:18]3)[CH:14]=2)[CH2:9]1)C1C=CC=CC=1.[H][H]. (9) Given the product [CH3:1][O:2][C:3]([C:5]1[C:6]2[C:7](=[O:21])[CH:8]=[C:9]([C:16]([O:18][CH2:19][CH3:20])=[O:17])[NH:10][C:11]=2[CH:12]=[CH:13][CH:14]=1)=[O:4], predict the reactants needed to synthesize it. The reactants are: [CH3:1][O:2][C:3]([C:5]1[C:6]2[C:7](=[O:21])[CH:8]=[C:9]([C:16]([O:18][CH2:19][CH3:20])=[O:17])[NH:10][C:11]=2[C:12](Cl)=[CH:13][CH:14]=1)=[O:4].CCN(CC)CC. (10) The reactants are: F[C:2]1[CH:9]=[CH:8][C:5]([C:6]#[N:7])=[CH:4][C:3]=1[O:10][CH3:11].[I:12][C:13]1[CH:14]=[CH:15][CH:16]=C(O)[CH:18]=1.[C:20]([O-])([O-])=[O:21].[K+].[K+]. Given the product [I:12][C:13]1[CH:18]=[C:11]([CH:16]=[CH:15][CH:14]=1)[O:10][C:3]1[CH:4]=[C:5]([CH:8]=[CH:9][C:2]=1[O:21][CH3:20])[C:6]#[N:7], predict the reactants needed to synthesize it.